This data is from Forward reaction prediction with 1.9M reactions from USPTO patents (1976-2016). The task is: Predict the product of the given reaction. (1) Given the reactants FC(F)(F)C(O)=O.C(OC([N:15]1[CH2:19][CH2:18][CH2:17][C@H:16]1[CH:20]=[CH:21][C:22]1[CH:23]=[N:24][CH:25]=[CH:26][CH:27]=1)=O)(C)(C)C.C([O-])(O)=O.[Na+].[Na+].[Cl-], predict the reaction product. The product is: [NH:15]1[CH2:19][CH2:18][CH2:17][C@H:16]1/[CH:20]=[CH:21]/[C:22]1[CH:23]=[N:24][CH:25]=[CH:26][CH:27]=1. (2) Given the reactants Br[C:2]1[S:6][C:5]([C:7]2[CH:8]=[CH:9][C:10]3[CH2:17][CH:16]4[C:18]5([CH2:22][N:21]([CH2:23][C:24]([F:27])([F:26])[F:25])[S:20](=[O:29])(=[O:28])[NH:19]5)[CH:13]([CH2:14][CH2:15]4)[CH2:12][C:11]=3[CH:30]=2)=[N:4][CH:3]=1.[F:31][C:32]1[CH:37]=[CH:36][CH:35]=[CH:34][C:33]=1B(O)O, predict the reaction product. The product is: [F:31][C:32]1[CH:37]=[CH:36][CH:35]=[CH:34][C:33]=1[C:2]1[S:6][C:5]([C:7]2[CH:8]=[CH:9][C:10]3[CH2:17][CH:16]4[C:18]5([CH2:22][N:21]([CH2:23][C:24]([F:27])([F:26])[F:25])[S:20](=[O:29])(=[O:28])[NH:19]5)[CH:13]([CH2:14][CH2:15]4)[CH2:12][C:11]=3[CH:30]=2)=[N:4][CH:3]=1.